This data is from Catalyst prediction with 721,799 reactions and 888 catalyst types from USPTO. The task is: Predict which catalyst facilitates the given reaction. (1) Reactant: C(=[N:14][CH:15]([CH2:27][C:28]1[CH:33]=[CH:32][C:31]([C:34]2[CH:39]=[CH:38][CH:37]=[CH:36][CH:35]=2)=[CH:30][C:29]=1[Cl:40])[C:16]([N:18]1[CH2:26][C:25]2[C:20](=[CH:21][CH:22]=[CH:23][CH:24]=2)[CH2:19]1)=[O:17])(C1C=CC=CC=1)C1C=CC=CC=1.Cl. Product: [NH2:14][CH:15]([CH2:27][C:28]1[CH:33]=[CH:32][C:31]([C:34]2[CH:39]=[CH:38][CH:37]=[CH:36][CH:35]=2)=[CH:30][C:29]=1[Cl:40])[C:16]([N:18]1[CH2:26][C:25]2[C:20](=[CH:21][CH:22]=[CH:23][CH:24]=2)[CH2:19]1)=[O:17]. The catalyst class is: 135. (2) Reactant: [CH2:1]1[C:5]2([CH2:10][CH2:9][N:8]([C:11]([O:13][C:14]([CH3:17])([CH3:16])[CH3:15])=[O:12])[CH2:7][CH2:6]2)[CH2:4][CH2:3][NH:2]1.Br[C:19]1[CH:24]=[CH:23][C:22]([N+:25]([O-:27])=[O:26])=[CH:21][N:20]=1.CCN(C(C)C)C(C)C. Product: [N+:25]([C:22]1[CH:23]=[CH:24][C:19]([N:2]2[CH2:3][CH2:4][C:5]3([CH2:10][CH2:9][N:8]([C:11]([O:13][C:14]([CH3:17])([CH3:16])[CH3:15])=[O:12])[CH2:7][CH2:6]3)[CH2:1]2)=[N:20][CH:21]=1)([O-:27])=[O:26]. The catalyst class is: 179.